This data is from Full USPTO retrosynthesis dataset with 1.9M reactions from patents (1976-2016). The task is: Predict the reactants needed to synthesize the given product. (1) Given the product [Br:9][C:8]1[CH:7]=[CH:6][C:4]([NH2:5])=[CH:3][C:2]=1[I:1], predict the reactants needed to synthesize it. The reactants are: [I:1][C:2]1[CH:3]=[C:4]([CH:6]=[CH:7][CH:8]=1)[NH2:5].[Br:9]C1C(=O)C(Br)=CC(Br)(Br)C=1.[OH-].[Na+]. (2) The reactants are: [N:1]1([C:7]2[CH:12]=[CH:11][C:10]([NH:13][C:14](=[S:36])[NH:15][NH:16][C:17](=O)[C:18]3[CH:23]=[C:22]([CH:24]([CH3:26])[CH3:25])[C:21]([O:27][CH2:28][O:29][CH3:30])=[CH:20][C:19]=3[O:31][CH2:32][O:33][CH3:34])=[CH:9][CH:8]=2)[CH2:6][CH2:5][O:4][CH2:3][CH2:2]1.[OH-].[Na+]. Given the product [CH:24]([C:22]1[C:21]([O:27][CH2:28][O:29][CH3:30])=[CH:20][C:19]([O:31][CH2:32][O:33][CH3:34])=[C:18]([C:17]2[N:13]([C:10]3[CH:11]=[CH:12][C:7]([N:1]4[CH2:6][CH2:5][O:4][CH2:3][CH2:2]4)=[CH:8][CH:9]=3)[C:14](=[S:36])[NH:15][N:16]=2)[CH:23]=1)([CH3:26])[CH3:25], predict the reactants needed to synthesize it.